This data is from Forward reaction prediction with 1.9M reactions from USPTO patents (1976-2016). The task is: Predict the product of the given reaction. The product is: [Cl:13][C:14]1[CH:15]=[C:16]([CH:30]=[CH:31][C:32]=1[Cl:33])[O:17][CH:18]1[CH2:19][CH2:20][N:21]([CH:24]2[CH2:25][CH2:26][N:27]([S:7]([NH:10][C:11](=[O:12])[O:5][C:1]([CH3:4])([CH3:3])[CH3:2])(=[O:9])=[O:8])[CH2:28][CH2:29]2)[CH2:22][CH2:23]1. Given the reactants [C:1]([OH:5])([CH3:4])([CH3:3])[CH3:2].Cl[S:7]([N:10]=[C:11]=[O:12])(=[O:9])=[O:8].[Cl:13][C:14]1[CH:15]=[C:16]([CH:30]=[CH:31][C:32]=1[Cl:33])[O:17][CH:18]1[CH2:23][CH2:22][N:21]([CH:24]2[CH2:29][CH2:28][NH:27][CH2:26][CH2:25]2)[CH2:20][CH2:19]1.C(N(CC)CC)C, predict the reaction product.